From a dataset of NCI-60 drug combinations with 297,098 pairs across 59 cell lines. Regression. Given two drug SMILES strings and cell line genomic features, predict the synergy score measuring deviation from expected non-interaction effect. (1) Drug 1: CC12CCC3C(C1CCC2=O)CC(=C)C4=CC(=O)C=CC34C. Drug 2: CC1OCC2C(O1)C(C(C(O2)OC3C4COC(=O)C4C(C5=CC6=C(C=C35)OCO6)C7=CC(=C(C(=C7)OC)O)OC)O)O. Cell line: U251. Synergy scores: CSS=62.6, Synergy_ZIP=0.434, Synergy_Bliss=0.483, Synergy_Loewe=-2.58, Synergy_HSA=3.02. (2) Drug 1: CC1=C2C(C(=O)C3(C(CC4C(C3C(C(C2(C)C)(CC1OC(=O)C(C(C5=CC=CC=C5)NC(=O)C6=CC=CC=C6)O)O)OC(=O)C7=CC=CC=C7)(CO4)OC(=O)C)O)C)OC(=O)C. Drug 2: CC1=C(N=C(N=C1N)C(CC(=O)N)NCC(C(=O)N)N)C(=O)NC(C(C2=CN=CN2)OC3C(C(C(C(O3)CO)O)O)OC4C(C(C(C(O4)CO)O)OC(=O)N)O)C(=O)NC(C)C(C(C)C(=O)NC(C(C)O)C(=O)NCCC5=NC(=CS5)C6=NC(=CS6)C(=O)NCCC[S+](C)C)O. Cell line: TK-10. Synergy scores: CSS=9.97, Synergy_ZIP=-3.23, Synergy_Bliss=-3.41, Synergy_Loewe=-4.73, Synergy_HSA=-1.85. (3) Drug 1: CC1C(C(CC(O1)OC2CC(OC(C2O)C)OC3=CC4=CC5=C(C(=O)C(C(C5)C(C(=O)C(C(C)O)O)OC)OC6CC(C(C(O6)C)O)OC7CC(C(C(O7)C)O)OC8CC(C(C(O8)C)O)(C)O)C(=C4C(=C3C)O)O)O)O. Drug 2: CC1CCCC2(C(O2)CC(NC(=O)CC(C(C(=O)C(C1O)C)(C)C)O)C(=CC3=CSC(=N3)C)C)C. Cell line: RPMI-8226. Synergy scores: CSS=62.2, Synergy_ZIP=0.739, Synergy_Bliss=-0.0994, Synergy_Loewe=-1.83, Synergy_HSA=-1.10. (4) Drug 1: C1CC(C1)(C(=O)O)C(=O)O.[NH2-].[NH2-].[Pt+2]. Drug 2: CNC(=O)C1=NC=CC(=C1)OC2=CC=C(C=C2)NC(=O)NC3=CC(=C(C=C3)Cl)C(F)(F)F. Cell line: K-562. Synergy scores: CSS=-4.97, Synergy_ZIP=4.69, Synergy_Bliss=-3.65, Synergy_Loewe=-5.69, Synergy_HSA=-11.6. (5) Cell line: UACC62. Drug 1: COC1=C(C=C2C(=C1)N=CN=C2NC3=CC(=C(C=C3)F)Cl)OCCCN4CCOCC4. Drug 2: CCC(=C(C1=CC=CC=C1)C2=CC=C(C=C2)OCCN(C)C)C3=CC=CC=C3.C(C(=O)O)C(CC(=O)O)(C(=O)O)O. Synergy scores: CSS=17.5, Synergy_ZIP=-5.05, Synergy_Bliss=-0.927, Synergy_Loewe=-2.19, Synergy_HSA=0.172.